Predict which catalyst facilitates the given reaction. From a dataset of Catalyst prediction with 721,799 reactions and 888 catalyst types from USPTO. Reactant: [OH:1][C:2]1[CH:10]=[C:9]([NH:11][S:12]([C:15]2[CH:16]=[C:17]([C:25]3[CH:30]=[CH:29][CH:28]=[CH:27][C:26]=3[OH:31])[CH:18]=[C:19]([C:21]([F:24])([F:23])[F:22])[CH:20]=2)(=[O:14])=[O:13])[CH:8]=[CH:7][C:3]=1[C:4]([OH:6])=[O:5].[C:32](N1C=CN=C1)(N1C=CN=C1)=O.CO.N1C=CC=CC=1. Product: [OH:1][C:2]1[CH:10]=[C:9]([NH:11][S:12]([C:15]2[CH:16]=[C:17]([C:25]3[CH:30]=[CH:29][CH:28]=[CH:27][C:26]=3[OH:31])[CH:18]=[C:19]([C:21]([F:24])([F:22])[F:23])[CH:20]=2)(=[O:14])=[O:13])[CH:8]=[CH:7][C:3]=1[C:4]([O:6][CH3:32])=[O:5]. The catalyst class is: 23.